This data is from Forward reaction prediction with 1.9M reactions from USPTO patents (1976-2016). The task is: Predict the product of the given reaction. Given the reactants [CH3:1][N:2]([CH3:30])[C:3]1([C:24]2[CH:29]=[CH:28][CH:27]=[CH:26][CH:25]=2)[CH2:8][CH2:7][CH:6]([NH:9][CH:10]([CH2:14][C:15]2[C:23]3[C:18](=[CH:19][CH:20]=[CH:21][CH:22]=3)[NH:17][CH:16]=2)[C:11]([NH2:13])=O)[CH2:5][CH2:4]1.[F:31][C:32]([F:43])([F:42])[C:33](O[C:33](=[O:34])[C:32]([F:43])([F:42])[F:31])=[O:34], predict the reaction product. The product is: [C:11]([CH:10]([N:9]([CH:6]1[CH2:7][CH2:8][C:3]([N:2]([CH3:30])[CH3:1])([C:24]2[CH:25]=[CH:26][CH:27]=[CH:28][CH:29]=2)[CH2:4][CH2:5]1)[C:33](=[O:34])[C:32]([F:43])([F:42])[F:31])[CH2:14][C:15]1[C:23]2[C:18](=[CH:19][CH:20]=[CH:21][CH:22]=2)[NH:17][CH:16]=1)#[N:13].